Task: Predict the product of the given reaction.. Dataset: Forward reaction prediction with 1.9M reactions from USPTO patents (1976-2016) (1) Given the reactants [CH:1]1([NH:7][C:8]2[C@:12]3([CH2:17][CH2:16][N:15](C(OCC4C=CC=CC=4)=O)[C@@H:14]([CH3:28])[CH2:13]3)[N:11]([C:29]3[CH:34]=[CH:33][CH:32]=[C:31]([F:35])[CH:30]=3)[C:10](=[O:36])[N:9]=2)[CH2:6][CH2:5][CH2:4][CH2:3][CH2:2]1.Cl.[OH-].[Na+], predict the reaction product. The product is: [CH:1]1([NH:7][C:8]2[C@:12]3([CH2:17][CH2:16][NH:15][C@@H:14]([CH3:28])[CH2:13]3)[N:11]([C:29]3[CH:34]=[CH:33][CH:32]=[C:31]([F:35])[CH:30]=3)[C:10](=[O:36])[N:9]=2)[CH2:2][CH2:3][CH2:4][CH2:5][CH2:6]1. (2) The product is: [CH3:1][O:2][C:3](=[O:18])[CH2:4][CH2:5][CH2:6][CH:7]=[C:8]([Sn:23]([CH2:24][CH2:25][CH2:26][CH3:27])([CH2:28][CH2:29][CH2:30][CH3:31])[CH2:19][CH2:20][CH2:21][CH3:22])[C:9]1[CH:14]=[C:13]([Cl:15])[CH:12]=[CH:11][C:10]=1[O:16][CH3:17]. Given the reactants [CH3:1][O:2][C:3](=[O:18])[CH2:4][CH2:5][CH2:6][C:7]#[C:8][C:9]1[CH:14]=[C:13]([Cl:15])[CH:12]=[CH:11][C:10]=1[O:16][CH3:17].[CH2:19]([SnH:23]([CH2:28][CH2:29][CH2:30][CH3:31])[CH2:24][CH2:25][CH2:26][CH3:27])[CH2:20][CH2:21][CH3:22], predict the reaction product. (3) Given the reactants Cl[C:2]1[C:7]([C:8]([O:10][CH2:11][CH3:12])=[S:9])=[CH:6][N:5]=[C:4]([CH3:13])[N:3]=1.[CH3:14][NH2:15], predict the reaction product. The product is: [CH3:14][NH:15][C:2]1[C:7]([C:8]([O:10][CH2:11][CH3:12])=[S:9])=[CH:6][N:5]=[C:4]([CH3:13])[N:3]=1.